From a dataset of Catalyst prediction with 721,799 reactions and 888 catalyst types from USPTO. Predict which catalyst facilitates the given reaction. (1) Reactant: C[O:2][C:3](=[O:20])[CH:4](Br)[C:5]1[CH:10]=[C:9]([C:11]([F:14])([F:13])[F:12])[CH:8]=[C:7]([C:15]([F:18])([F:17])[F:16])[CH:6]=1.[CH:21]1([SH:26])[CH2:25][CH2:24][CH2:23][CH2:22]1.[NH2:27][C:28]1[S:29][CH:30]=[CH:31][N:32]=1. Product: [CH:21]1([S:26][CH:4]([C:5]2[CH:10]=[C:9]([C:11]([F:14])([F:13])[F:12])[CH:8]=[C:7]([C:15]([F:18])([F:17])[F:16])[CH:6]=2)[C:3]([OH:2])=[O:20])[CH2:25][CH2:24][CH2:23][CH2:22]1.[CH:21]1([S:26][CH:4]([C:5]2[CH:6]=[C:7]([C:15]([F:16])([F:18])[F:17])[CH:8]=[C:9]([C:11]([F:13])([F:12])[F:14])[CH:10]=2)[C:3]([NH:27][C:28]2[S:29][CH:30]=[CH:31][N:32]=2)=[O:2])[CH2:25][CH2:24][CH2:23][CH2:22]1. The catalyst class is: 1. (2) Reactant: [Br:1][C:2]1[CH:7]=[CH:6][C:5]([C:8]2[N:9]=[C:10](Cl)[C:11]3[CH2:16][O:15][C:14]([CH3:18])([CH3:17])[C:12]=3[N:13]=2)=[CH:4][CH:3]=1.Cl.[CH:21]12[O:28][CH:25]([CH2:26][CH2:27]1)[CH2:24][NH:23][CH2:22]2.C(N(CC)CC)C. Product: [CH:25]12[O:28][CH:21]([CH2:27][CH2:26]1)[CH2:22][N:23]([C:10]1[C:11]3[CH2:16][O:15][C:14]([CH3:18])([CH3:17])[C:12]=3[N:13]=[C:8]([C:5]3[CH:6]=[CH:7][C:2]([Br:1])=[CH:3][CH:4]=3)[N:9]=1)[CH2:24]2. The catalyst class is: 4.